This data is from Reaction yield outcomes from USPTO patents with 853,638 reactions. The task is: Predict the reaction yield, written as a fraction of the theoretical maximum amount of product (1.0 means a 100% yield; for example, 0.34 means a 34% yield). (1) The reactants are C(O[CH2:5][C:6]1[CH2:7][S:8][C@@H:9]2[CH:26]([NH:27][C:28](=[O:35])[CH2:29][C:30]3[S:31][CH:32]=[CH:33][CH:34]=3)[C:25](=[O:36])[N:10]2[C:11]=1[C:12]([O:14][CH2:15][C:16]1[CH:21]=[CH:20][C:19]([N+:22]([O-:24])=[O:23])=[CH:18][CH:17]=1)=[O:13])(=O)C.C[Si]([I:41])(C)C. The catalyst is C(Cl)Cl. The product is [I:41][CH2:5][C:6]1[CH2:7][S:8][C@@H:9]2[CH:26]([NH:27][C:28](=[O:35])[CH2:29][C:30]3[S:31][CH:32]=[CH:33][CH:34]=3)[C:25](=[O:36])[N:10]2[C:11]=1[C:12]([O:14][CH2:15][C:16]1[CH:21]=[CH:20][C:19]([N+:22]([O-:24])=[O:23])=[CH:18][CH:17]=1)=[O:13]. The yield is 0.850. (2) The reactants are C(O[C:4]([C:6]1[NH:10][C:9]2[S:11][C:12]([Cl:14])=[CH:13][C:8]=2[CH:7]=1)=[O:5])C.[CH2:15]1[NH:20][CH2:19][CH2:18][N:17]2[CH2:21][CH2:22][CH2:23][CH:16]12. No catalyst specified. The product is [Cl:14][C:12]1[S:11][C:9]2[NH:10][C:6]([C:4]([N:20]3[CH2:19][CH2:18][N:17]4[CH2:21][CH2:22][CH2:23][CH:16]4[CH2:15]3)=[O:5])=[CH:7][C:8]=2[CH:13]=1. The yield is 0.780. (3) The reactants are C1(P(=O)(C2C=CC=CC=2)C2C=CC=CC=2)C=CC=CC=1.FC(F)(F)S(OS(C(F)(F)F)(=O)=O)(=O)=O.C([S:43][CH:44]([CH2:71][N:72]1[CH2:77][CH2:76][O:75][CH2:74][CH2:73]1)[CH2:45][NH:46][C:47]([C:49]1[NH:50][C:51]2[C:56]([CH:57]=1)=[C:55]([CH3:58])[CH:54]=[CH:53][C:52]=2[N:59]([S:61]([C:64]1[C:65]([Cl:70])=[N:66][CH:67]=[CH:68][CH:69]=1)(=[O:63])=[O:62])[CH3:60])=O)C1C=CC=CC=1.CSC.C(=O)([O-])O.[Na+]. The catalyst is C(#N)C. The product is [Cl:70][C:65]1[C:64]([S:61]([N:59]([CH3:60])[C:52]2[CH:53]=[CH:54][C:55]([CH3:58])=[C:56]3[C:51]=2[NH:50][C:49]([C:47]2[S:43][CH:44]([CH2:71][N:72]4[CH2:77][CH2:76][O:75][CH2:74][CH2:73]4)[CH2:45][N:46]=2)=[CH:57]3)(=[O:62])=[O:63])=[CH:69][CH:68]=[CH:67][N:66]=1. The yield is 0.760. (4) The reactants are [CH3:1][CH2:2][O:3][C:4]([C:6]1[NH:7][C:8]2[C:13]([CH:14]=1)=[CH:12][C:11]([C:15]([OH:17])=[O:16])=[CH:10][CH:9]=2)=[O:5].Cl.[CH3:19][CH2:20]O. No catalyst specified. The product is [CH2:2]([O:3][C:4]([C:6]1[NH:7][C:8]2[C:13]([CH:14]=1)=[CH:12][C:11]([C:15]([O:17][CH2:19][CH3:20])=[O:16])=[CH:10][CH:9]=2)=[O:5])[CH3:1]. The yield is 0.990. (5) The reactants are [C:1]([O:5][C:6]([C:8]1[CH:13]=[CH:12][C:11]([C:14]2[C:15]([C:29]([O:31][CH2:32][CH3:33])=[O:30])=[N:16][N:17]([C:23]3[CH:28]=[CH:27][CH:26]=[CH:25][CH:24]=3)[C:18]=2[CH2:19][CH2:20][CH2:21][CH3:22])=[C:10]([C:34]([N:36]2[CH2:45][CH2:44][C:43]3[C:38](=[CH:39][CH:40]=[CH:41][CH:42]=3)[CH2:37]2)=[O:35])[CH:9]=1)=[O:7])([CH3:4])([CH3:3])[CH3:2].[CH2:46]([O:49]C1C=CC(N/N=C/C(OCC)=O)=CC=1)[CH:47]=[CH2:48].[N+](C(CCCC)=CC1C=CC(C(OC(C)(C)C)=O)=CC=1C(N1CCC2C(=CC=CC=2)C1)=O)([O-])=O. No catalyst specified. The product is [CH2:46]([O:49][C:26]1[CH:27]=[CH:28][C:23]([N:17]2[C:18]([CH2:19][CH2:20][CH2:21][CH3:22])=[C:14]([C:11]3[CH:12]=[CH:13][C:8]([C:6]([O:5][C:1]([CH3:3])([CH3:4])[CH3:2])=[O:7])=[CH:9][C:10]=3[C:34]([N:36]3[CH2:45][CH2:44][C:43]4[C:38](=[CH:39][CH:40]=[CH:41][CH:42]=4)[CH2:37]3)=[O:35])[C:15]([C:29]([O:31][CH2:32][CH3:33])=[O:30])=[N:16]2)=[CH:24][CH:25]=1)[CH:47]=[CH2:48]. The yield is 0.670. (6) The reactants are C([O:4][CH2:5][C:6]1[C:7]([O:15][CH2:16][C:17]([F:20])([F:19])[F:18])=[N:8][CH:9]=[C:10]([C:12](=O)[CH3:13])[CH:11]=1)(=O)C.[CH3:21][C:22]([S@:25]([NH2:27])=[O:26])([CH3:24])[CH3:23]. No catalyst specified. The product is [OH:4][CH2:5][C:6]1[CH:11]=[C:10]([CH:12]([NH:27][S@@:25]([C:22]([CH3:24])([CH3:23])[CH3:21])=[O:26])[CH3:13])[CH:9]=[N:8][C:7]=1[O:15][CH2:16][C:17]([F:18])([F:19])[F:20]. The yield is 0.570. (7) The reactants are [CH3:1][N:2]1[C:11]2[CH:10]=[CH:9][CH:8]=[CH:7][C:6]=2[CH:5]2[NH:12][CH2:13][CH2:14][CH:4]2[CH:3]1[C:15]1[CH:20]=[CH:19][CH:18]=[CH:17][CH:16]=1.[C:21]([NH:29][C@@H:30]1[CH2:35][CH2:34][CH2:33][CH2:32][C@@H:31]1[C:36](O)=[O:37])(=[O:28])[C:22]1[CH:27]=[CH:26][CH:25]=[CH:24][CH:23]=1.CCN=C=NCCCN(C)C.C1C=CC2N(O)N=NC=2C=1.C(=O)([O-])O.[Na+]. The catalyst is O1CCCC1.C(#N)C. The product is [CH3:1][N:2]1[C:11]2[CH:10]=[CH:9][CH:8]=[CH:7][C:6]=2[C@@H:5]2[N:12]([C:36]([C@H:31]3[CH2:32][CH2:33][CH2:34][CH2:35][C@H:30]3[NH:29][C:21](=[O:28])[C:22]3[CH:23]=[CH:24][CH:25]=[CH:26][CH:27]=3)=[O:37])[CH2:13][CH2:14][C@@H:4]2[C@@H:3]1[C:15]1[CH:20]=[CH:19][CH:18]=[CH:17][CH:16]=1. The yield is 0.840.